Dataset: Catalyst prediction with 721,799 reactions and 888 catalyst types from USPTO. Task: Predict which catalyst facilitates the given reaction. (1) Reactant: [CH3:1][N:2]1[C:6]([C@H:7]([C:19]2[CH:24]=[CH:23][CH:22]=[CH:21][CH:20]=2)[O:8][CH2:9][CH2:10][N:11](C)[C:12](=O)OC([Cl:16])C)=[CH:5][CH:4]=[N:3]1. Product: [ClH:16].[CH3:1][N:2]1[C:6]([C@H:7]([C:19]2[CH:24]=[CH:23][CH:22]=[CH:21][CH:20]=2)[O:8][CH2:9][CH2:10][NH:11][CH3:12])=[CH:5][CH:4]=[N:3]1. The catalyst class is: 5. (2) Reactant: Cl[C:2]1[C:7]([C:8]([F:11])([F:10])[F:9])=[CH:6][CH:5]=[CH:4][N:3]=1.[C:12](=[O:15])([O-])[O-:13].[K+].[K+].O.[C:19](#N)[CH3:20]. Product: [F:9][C:8]([F:11])([F:10])[C:7]1[C:2]([C:20]2[CH:19]=[CH:7][C:6]([C:12]([OH:13])=[O:15])=[CH:5][CH:4]=2)=[N:3][CH:4]=[CH:5][CH:6]=1. The catalyst class is: 492. (3) Reactant: [CH3:1][C:2]([CH3:24])([CH3:23])[C@@H:3]([N:5]([CH2:9][CH2:10][C:11]([C:16]1[CH:21]=[CH:20][C:19]([F:22])=[CH:18][CH:17]=1)([OH:15])[CH2:12][CH:13]=[CH2:14])[C:6](=O)[O-:7])[CH3:4].[H-].[Na+]. Product: [CH2:12]([C:11]1([C:16]2[CH:21]=[CH:20][C:19]([F:22])=[CH:18][CH:17]=2)[O:15][C:6](=[O:7])[N:5]([C@H:3]([C:2]([CH3:24])([CH3:23])[CH3:1])[CH3:4])[CH2:9][CH2:10]1)[CH:13]=[CH2:14]. The catalyst class is: 1.